From a dataset of Reaction yield outcomes from USPTO patents with 853,638 reactions. Predict the reaction yield, written as a fraction of the theoretical maximum amount of product (1.0 means a 100% yield; for example, 0.34 means a 34% yield). (1) The product is [O:1]1[CH2:2][CH2:3][CH:4]([CH2:7][S:21][C:19](=[O:22])[CH3:20])[CH2:5][CH2:6]1. The catalyst is CC(CC(C)C)=O. The yield is 0.960. The reactants are [O:1]1[CH2:6][CH2:5][CH:4]([CH2:7]OS(C2C=CC(C)=CC=2)(=O)=O)[CH2:3][CH2:2]1.[C:19]([O-:22])(=[S:21])[CH3:20].[K+].O. (2) The reactants are Cl[C:2]1[C:11]2[C:6](=[CH:7][CH:8]=[C:9]([Cl:12])[N:10]=2)[N:5]=[CH:4][C:3]=1[C:13](=[O:15])[CH3:14].[N:16]1([CH2:21][CH2:22][C:23]2[CH:24]=[C:25]([CH:27]=[CH:28][CH:29]=2)[NH2:26])[CH2:20][CH2:19][CH2:18][CH2:17]1. No catalyst specified. The product is [Cl:12][C:9]1[N:10]=[C:11]2[C:6](=[CH:7][CH:8]=1)[N:5]=[CH:4][C:3]([C:13](=[O:15])[CH3:14])=[C:2]2[NH:26][C:25]1[CH:27]=[CH:28][CH:29]=[C:23]([CH2:22][CH2:21][N:16]2[CH2:17][CH2:18][CH2:19][CH2:20]2)[CH:24]=1. The yield is 0.570. (3) The catalyst is C1(C)C=CC=CC=1. The reactants are [C:1]([C:3]1[CH:8]=[CH:7][CH:6]=[CH:5][C:4]=1[C:9]1[CH:14]=[CH:13][C:12]([CH2:15][C:16]2[C:17](=[O:36])[N:18]([CH2:28][C:29]([O:31]C(C)(C)C)=[O:30])[C:19]3[N:20]([N:25]=[CH:26][N:27]=3)[C:21]=2[CH2:22][CH2:23][CH3:24])=[CH:11][CH:10]=1)#[N:2].FC(F)(F)C(O)=O. The product is [C:1]([C:3]1[CH:8]=[CH:7][CH:6]=[CH:5][C:4]=1[C:9]1[CH:10]=[CH:11][C:12]([CH2:15][C:16]2[C:17](=[O:36])[N:18]([CH2:28][C:29]([OH:31])=[O:30])[C:19]3[N:20]([N:25]=[CH:26][N:27]=3)[C:21]=2[CH2:22][CH2:23][CH3:24])=[CH:13][CH:14]=1)#[N:2]. The yield is 0.920. (4) The reactants are [CH2:1]([O:8][C:9]1[CH:14]=[CH:13][C:12]([C:15]2(O)[C:23]3[C:18](=[CH:19][CH:20]=[CH:21][CH:22]=3)[N:17]([CH:24]([C:31]3[CH:36]=[CH:35][CH:34]=[CH:33][CH:32]=3)[C:25]3[CH:30]=[CH:29][CH:28]=[CH:27][CH:26]=3)[C:16]2=[O:37])=[C:11]([OH:39])[CH:10]=1)[C:2]1[CH:7]=[CH:6][CH:5]=[CH:4][CH:3]=1.C([SiH](CC)CC)C.FC(F)(F)C(O)=O. No catalyst specified. The product is [CH2:1]([O:8][C:9]1[CH:14]=[CH:13][C:12]([CH:15]2[C:23]3[C:18](=[CH:19][CH:20]=[CH:21][CH:22]=3)[N:17]([CH:24]([C:25]3[CH:26]=[CH:27][CH:28]=[CH:29][CH:30]=3)[C:31]3[CH:32]=[CH:33][CH:34]=[CH:35][CH:36]=3)[C:16]2=[O:37])=[C:11]([OH:39])[CH:10]=1)[C:2]1[CH:3]=[CH:4][CH:5]=[CH:6][CH:7]=1. The yield is 0.760. (5) The reactants are Cl.[NH2:2][C@@H:3]([C:20]1[CH:25]=[CH:24][CH:23]=[CH:22][CH:21]=1)[C:4]([F:19])([F:18])[CH2:5][CH:6]1[C:11](=[O:12])[N:10]([CH:13]([CH3:15])[CH3:14])[C:9](=[O:16])[NH:8][C:7]1=O. The catalyst is CC#N. The product is [F:18][C:4]1([F:19])[C@H:3]([C:20]2[CH:25]=[CH:24][CH:23]=[CH:22][CH:21]=2)[NH:2][C:7]2[NH:8][C:9](=[O:16])[N:10]([CH:13]([CH3:15])[CH3:14])[C:11](=[O:12])[C:6]=2[CH2:5]1. The yield is 0.190. (6) The yield is 0.190. The reactants are C(OC([NH:8][C:9]1[CH:14]=[CH:13][CH:12]=[C:11]([O:15][CH3:16])[C:10]=1[C:17](=[O:23])[C:18](OCC)=[O:19])=O)(C)(C)C. The catalyst is OS(O)(=O)=O. The product is [CH3:16][O:15][C:11]1[CH:12]=[CH:13][CH:14]=[C:9]2[C:10]=1[C:17](=[O:23])[C:18](=[O:19])[NH:8]2.